This data is from Peptide-MHC class I binding affinity with 185,985 pairs from IEDB/IMGT. The task is: Regression. Given a peptide amino acid sequence and an MHC pseudo amino acid sequence, predict their binding affinity value. This is MHC class I binding data. (1) The binding affinity (normalized) is 0.301. The peptide sequence is RELLGYCVSL. The MHC is HLA-B44:02 with pseudo-sequence HLA-B44:02. (2) The peptide sequence is GTATLRLVK. The binding affinity (normalized) is 0.859. The MHC is HLA-A11:01 with pseudo-sequence HLA-A11:01. (3) The peptide sequence is GPGEVSAAM. The MHC is HLA-B07:02 with pseudo-sequence HLA-B07:02. The binding affinity (normalized) is 0.539. (4) The peptide sequence is AEAALENLV. The MHC is Patr-B2401 with pseudo-sequence Patr-B2401. The binding affinity (normalized) is 0.338. (5) The peptide sequence is LVMAPRTVL. The MHC is HLA-B40:01 with pseudo-sequence HLA-B40:01. The binding affinity (normalized) is 0.0847. (6) The peptide sequence is SEFSSLPSYA. The MHC is HLA-B40:02 with pseudo-sequence HLA-B40:02. The binding affinity (normalized) is 0.713.